From a dataset of Full USPTO retrosynthesis dataset with 1.9M reactions from patents (1976-2016). Predict the reactants needed to synthesize the given product. (1) Given the product [Cl:15][C:12]1[NH:11][CH:10]=[C:9]([C:13]#[N:14])[C:8]=1[C:4]1[CH:5]=[CH:6][CH:7]=[C:2]([F:1])[CH:3]=1, predict the reactants needed to synthesize it. The reactants are: [F:1][C:2]1[CH:3]=[C:4]([C:8]2[C:9]([C:13]#[N:14])=[CH:10][NH:11][CH:12]=2)[CH:5]=[CH:6][CH:7]=1.[Cl:15]N1C(=O)CCC1=O.O.S([O-])([O-])(=O)=S.[Na+].[Na+]. (2) Given the product [CH3:31][N:32]([C:33]([NH:1][CH2:2][CH2:3][CH2:4][CH2:5][C:6]#[C:7][C:8]1[CH:9]=[CH:10][C:11]([CH:14]([CH3:23])[CH2:15][NH:16][S:17]([CH:20]([CH3:22])[CH3:21])(=[O:19])=[O:18])=[CH:12][CH:13]=1)=[O:34])[CH3:36], predict the reactants needed to synthesize it. The reactants are: [NH2:1][CH2:2][CH2:3][CH2:4][CH2:5][C:6]#[C:7][C:8]1[CH:13]=[CH:12][C:11]([CH:14]([CH3:23])[CH2:15][NH:16][S:17]([CH:20]([CH3:22])[CH3:21])(=[O:19])=[O:18])=[CH:10][CH:9]=1.CCN(CC)CC.[CH3:31][N:32]([CH3:36])[C:33](Cl)=[O:34]. (3) Given the product [Br:24][C:5]1[CH:6]=[CH:7][C:2]([F:1])=[C:3]([N+:9]([O-:11])=[O:10])[C:4]=1[CH3:8], predict the reactants needed to synthesize it. The reactants are: [F:1][C:2]1[C:3]([N+:9]([O-:11])=[O:10])=[C:4]([CH3:8])[CH:5]=[CH:6][CH:7]=1.FC(F)(F)C(O)=O.S(=O)(=O)(O)O.[Br:24]N1C(=O)CCC1=O. (4) Given the product [OH:1][CH:2]1[CH:6]([O:7][CH2:8][C:9]2[CH:14]=[CH:13][CH:12]=[C:11]([O:15][CH3:16])[CH:10]=2)[CH2:5][N:4]([C:17](=[O:24])[C@H:18]([CH2:20][CH:21]([CH3:22])[CH3:23])[NH:19][C:64]([C:55]2[CH:56]=[CH:57][C:58]3[C:63](=[CH:62][CH:61]=[CH:60][CH:59]=3)[N:54]=2)=[O:65])[CH2:3]1, predict the reactants needed to synthesize it. The reactants are: [OH:1][CH:2]1[CH:6]([O:7][CH2:8][C:9]2[CH:14]=[CH:13][CH:12]=[C:11]([O:15][CH3:16])[CH:10]=2)[CH2:5][N:4]([C:17](=[O:24])[C@H:18]([CH2:20][CH:21]([CH3:23])[CH3:22])[NH2:19])[CH2:3]1.CN1CCOCC1.Cl.CN(C)CCCN=C=NCC.ON1C2C=CC=CC=2N=N1.[N:54]1[C:63]2[C:58](=[CH:59][CH:60]=[CH:61][CH:62]=2)[CH:57]=[CH:56][C:55]=1[C:64](O)=[O:65]. (5) Given the product [CH3:4][C:2]([O:5][C:6]([NH:8][C@H:9]([C:18]([OH:20])=[O:19])[CH2:10][CH2:11][C:12]1[CH:13]=[CH:14][CH:15]=[CH:16][CH:17]=1)=[O:7])([CH3:1])[CH3:3].[NH2:21][CH2:22][C:23]([OH:25])=[O:24], predict the reactants needed to synthesize it. The reactants are: [CH3:1][C:2]([O:5][C:6]([NH:8][C@@H:9]([C:18]([OH:20])=[O:19])[CH2:10][CH2:11][C:12]1[CH:17]=[CH:16][CH:15]=[CH:14][CH:13]=1)=[O:7])([CH3:4])[CH3:3].[NH2:21][CH2:22][C:23]([OH:25])=[O:24].C1CN([P+](ON2N=NC3C=CC=CC2=3)(N2CCCC2)N2CCCC2)CC1.F[P-](F)(F)(F)(F)F.CCN(C(C)C)C(C)C.